This data is from Forward reaction prediction with 1.9M reactions from USPTO patents (1976-2016). The task is: Predict the product of the given reaction. (1) Given the reactants [N:1]1[CH:6]=[CH:5][CH:4]=[C:3]([CH:7]([CH3:14])[CH2:8][C:9](OCC)=[O:10])[CH:2]=1.[NH3:15], predict the reaction product. The product is: [N:1]1[CH:6]=[CH:5][CH:4]=[C:3]([CH:7]([CH3:14])[CH2:8][C:9]([NH2:15])=[O:10])[CH:2]=1. (2) Given the reactants [Cl:1][C:2]1[CH:22]=[C:21]([CH:23]=[C:24]2[S:28][C:27](=[S:29])[NH:26][C:25]2=[O:30])[CH:20]=[CH:19][C:3]=1[O:4][C:5]1[CH:18]=[CH:17][C:8]([CH2:9][CH:10]2[NH:15][C:14](=[O:16])[CH2:13][O:12][CH2:11]2)=[CH:7][CH:6]=1.C(C1CC(C(OCC)=O)=C(C)NC=1C)(OCC)=O, predict the reaction product. The product is: [Cl:1][C:2]1[CH:22]=[C:21]([CH2:23][CH:24]2[S:28][C:27](=[S:29])[NH:26][C:25]2=[O:30])[CH:20]=[CH:19][C:3]=1[O:4][C:5]1[CH:6]=[CH:7][C:8]([CH2:9][CH:10]2[NH:15][C:14](=[O:16])[CH2:13][O:12][CH2:11]2)=[CH:17][CH:18]=1. (3) Given the reactants [Br:1][C:2]1[CH:7]=[CH:6][C:5](F)=[C:4]([N+:9]([O-:11])=[O:10])[CH:3]=1.[C:12]1([NH2:19])[CH:17]=[CH:16][CH:15]=[C:14]([NH2:18])[CH:13]=1.CCN(C(C)C)C(C)C, predict the reaction product. The product is: [Br:1][C:2]1[CH:7]=[CH:6][C:5]([NH:18][C:14]2[CH:15]=[CH:16][CH:17]=[C:12]([NH2:19])[CH:13]=2)=[C:4]([N+:9]([O-:11])=[O:10])[CH:3]=1. (4) Given the reactants ClC1C=CC(C[O:7][C:8]2[CH:9]=[CH:10][C:11]([C:14]([F:32])([F:31])[C:15]([C:23]3[CH:28]=[CH:27][C:26]([F:29])=[CH:25][C:24]=3[F:30])([OH:22])[CH2:16][N:17]3[CH:21]=[N:20][N:19]=[N:18]3)=[N:12][CH:13]=2)=C(F)C=1.[F:36][C:37]([F:41])([F:40])[CH2:38]I, predict the reaction product. The product is: [F:30][C:24]1[CH:25]=[C:26]([F:29])[CH:27]=[CH:28][C:23]=1[C:15]([OH:22])([CH2:16][N:17]1[CH:21]=[N:20][N:19]=[N:18]1)[C:14]([F:31])([F:32])[C:11]1[CH:10]=[CH:9][C:8]([O:7][CH2:38][C:37]([F:41])([F:40])[F:36])=[CH:13][N:12]=1. (5) The product is: [CH3:35][O:34][CH2:33][CH2:32][C:31]1[N:36]=[C:26]([CH:11]2[CH2:12][CH:13]([C:15]3[CH:20]=[CH:19][C:18]([O:21][C:22]([F:25])([F:24])[F:23])=[CH:17][CH:16]=3)[CH2:14][N:9]([C:7]([N:1]3[CH2:2][CH2:3][S:4][CH2:5][CH2:6]3)=[O:8])[CH2:10]2)[O:27][N:30]=1. Given the reactants [N:1]1([C:7]([N:9]2[CH2:14][CH:13]([C:15]3[CH:20]=[CH:19][C:18]([O:21][C:22]([F:25])([F:24])[F:23])=[CH:17][CH:16]=3)[CH2:12][CH:11]([C:26](O)=[O:27])[CH2:10]2)=[O:8])[CH2:6][CH2:5][S:4][CH2:3][CH2:2]1.O[NH:30][C:31](=[NH:36])[CH2:32][CH2:33][O:34][CH3:35], predict the reaction product. (6) Given the reactants CN(C(ON1N=NC2C=CC=NC1=2)=[N+](C)C)C.F[P-](F)(F)(F)(F)F.[C:25]([O:29][C:30]([NH:32][C:33]1[C:34]([C:43](O)=[O:44])=[CH:35][C:36]2[C:41]([CH:42]=1)=[CH:40][CH:39]=[CH:38][CH:37]=2)=[O:31])([CH3:28])([CH3:27])[CH3:26].Cl.[NH2:47][C@@H:48]([CH:53]1[CH2:58][CH2:57][CH2:56][CH2:55][CH2:54]1)[C:49]([O:51][CH3:52])=[O:50].C(N(C(C)C)CC)(C)C, predict the reaction product. The product is: [C:25]([O:29][C:30]([NH:32][C:33]1[C:34]([C:43]([NH:47][C@@H:48]([CH:53]2[CH2:58][CH2:57][CH2:56][CH2:55][CH2:54]2)[C:49]([O:51][CH3:52])=[O:50])=[O:44])=[CH:35][C:36]2[C:41]([CH:42]=1)=[CH:40][CH:39]=[CH:38][CH:37]=2)=[O:31])([CH3:28])([CH3:26])[CH3:27]. (7) The product is: [F:49][C:46]([F:47])([F:48])[S:43]([O:42][C:26]1[CH:25]=[CH:24][CH:23]=[C:22]([N:13]2[C:12](=[O:29])[C@H:11]([CH2:10][CH2:9][C@@H:8]([C:5]3[CH:6]=[CH:7][C:2]([F:1])=[CH:3][CH:4]=3)[OH:30])[C@H:14]2[C:15]2[CH:20]=[CH:19][C:18]([I:21])=[CH:17][CH:16]=2)[CH:27]=1)(=[O:44])=[O:45]. Given the reactants [F:1][C:2]1[CH:7]=[CH:6][C:5]([C@@H:8]([OH:30])[CH2:9][CH2:10][C@@H:11]2[C@@H:14]([C:15]3[CH:20]=[CH:19][C:18]([I:21])=[CH:17][CH:16]=3)[N:13]([C:22]3[CH:27]=[CH:26][C:25](O)=[CH:24][CH:23]=3)[C:12]2=[O:29])=[CH:4][CH:3]=1.N1C=CC=CC=1.FC(F)(F)S([O:42][S:43]([C:46]([F:49])([F:48])[F:47])(=[O:45])=[O:44])(=O)=O, predict the reaction product.